This data is from Full USPTO retrosynthesis dataset with 1.9M reactions from patents (1976-2016). The task is: Predict the reactants needed to synthesize the given product. Given the product [Br:1][C:2]1[CH:3]=[N:4][C:5]2[N:6]([N:8]=[C:9]([C:11]([N:26]3[CH2:25][CH2:24][C:23]4[C:28](=[CH:29][CH:30]=[C:21]([C:20]5[C:15]([F:14])=[N:16][CH:17]=[CH:18][CH:19]=5)[CH:22]=4)[CH:27]3[CH3:31])=[O:13])[CH:10]=2)[CH:7]=1, predict the reactants needed to synthesize it. The reactants are: [Br:1][C:2]1[CH:3]=[N:4][C:5]2[N:6]([N:8]=[C:9]([C:11]([OH:13])=O)[CH:10]=2)[CH:7]=1.[F:14][C:15]1[C:20]([C:21]2[CH:22]=[C:23]3[C:28](=[CH:29][CH:30]=2)[CH:27]([CH3:31])[NH:26][CH2:25][CH2:24]3)=[CH:19][CH:18]=[CH:17][N:16]=1.